Dataset: Full USPTO retrosynthesis dataset with 1.9M reactions from patents (1976-2016). Task: Predict the reactants needed to synthesize the given product. (1) Given the product [CH:21]1([C:2]2[CH:7]=[C:6]([NH2:8])[CH:5]=[N:4][C:3]=2[N:11]2[CH2:20][CH2:19][C:14]3([O:18][CH2:17][CH2:16][O:15]3)[CH2:13][CH2:12]2)[CH2:23][CH2:22]1, predict the reactants needed to synthesize it. The reactants are: Cl[C:2]1[C:3]([N:11]2[CH2:20][CH2:19][C:14]3([O:18][CH2:17][CH2:16][O:15]3)[CH2:13][CH2:12]2)=[N:4][CH:5]=[C:6]([N+:8]([O-])=O)[CH:7]=1.[CH:21]1(B(O)O)[CH2:23][CH2:22]1.P([O-])([O-])([O-])=O.[K+].[K+].[K+].C1(C)C=CC=CC=1. (2) Given the product [Br:1][C:2]1[N:6]2[CH:7]=[CH:8][N:9]=[C:10]([NH:15][CH2:14][CH2:12][OH:13])[C:5]2=[N:4][CH:3]=1, predict the reactants needed to synthesize it. The reactants are: [Br:1][C:2]1[N:6]2[CH:7]=[CH:8][N:9]=[C:10](Cl)[C:5]2=[N:4][CH:3]=1.[CH2:12]([CH2:14][NH2:15])[OH:13].CCN(C(C)C)C(C)C. (3) Given the product [CH3:15][C:10]1[C:11]([CH:13]=[O:14])=[CH:12][N:8]([C:3]2[C:2]([N:16]3[CH2:21][CH2:20][O:19][CH2:18][CH2:17]3)=[CH:7][CH:6]=[CH:5][N:4]=2)[N:9]=1, predict the reactants needed to synthesize it. The reactants are: F[C:2]1[C:3]([N:8]2[CH:12]=[C:11]([CH:13]=[O:14])[C:10]([CH3:15])=[N:9]2)=[N:4][CH:5]=[CH:6][CH:7]=1.[NH:16]1[CH2:21][CH2:20][O:19][CH2:18][CH2:17]1. (4) Given the product [NH2:24][C:19]1[CH:20]=[CH:21][CH:22]=[C:23]2[C:18]=1[CH:17]=[CH:16][N:15]2[C:8]([C:5]1[CH:4]=[CH:3][C:2]([Cl:1])=[CH:7][CH:6]=1)([CH2:13][CH3:14])/[CH:9]=[CH:10]/[C:11]#[N:12], predict the reactants needed to synthesize it. The reactants are: [Cl:1][C:2]1[CH:7]=[CH:6][C:5]([C:8]([N:15]2[C:23]3[C:18](=[C:19]([NH:24]C(=O)OC(C)(C)C)[CH:20]=[CH:21][CH:22]=3)[CH:17]=[CH:16]2)([CH2:13][CH3:14])/[CH:9]=[CH:10]/[C:11]#[N:12])=[CH:4][CH:3]=1. (5) Given the product [C:1]([O:5][C:6]([NH:8][C:9]1[S:10][C:11]([CH:27]=[O:28])=[CH:12][N:13]=1)=[O:7])([CH3:4])([CH3:2])[CH3:3], predict the reactants needed to synthesize it. The reactants are: [C:1]([O:5][C:6]([NH:8][C:9]1[S:10][CH:11]=[CH:12][N:13]=1)=[O:7])([CH3:4])([CH3:3])[CH3:2].C([Li])CCC.CCCCCC.C1C[O:28][CH2:27]C1.